From a dataset of Full USPTO retrosynthesis dataset with 1.9M reactions from patents (1976-2016). Predict the reactants needed to synthesize the given product. (1) Given the product [C:43]([O:47][C:48]([N:50]1[CH2:55][CH2:54][N:53]([C:23](=[O:25])[C:22]2[CH:26]=[C:27]([Cl:30])[CH:28]=[CH:29][C:21]=2[Cl:20])[CH2:52][CH2:51]1)=[O:49])([CH3:46])([CH3:44])[CH3:45], predict the reactants needed to synthesize it. The reactants are: C1C=CC2N(O)N=NC=2C=1.CCN(C(C)C)C(C)C.[Cl:20][C:21]1[CH:29]=[CH:28][C:27]([Cl:30])=[CH:26][C:22]=1[C:23]([OH:25])=O.CCN=C=NCCCN(C)C.Cl.[C:43]([O:47][C:48]([N:50]1[CH2:55][CH2:54][NH:53][CH2:52][CH2:51]1)=[O:49])([CH3:46])([CH3:45])[CH3:44]. (2) Given the product [N+:18]([C:6]1[CH:7]=[C:8]([C:11]([F:17])([F:16])[C:12]([F:15])([F:14])[F:13])[CH:9]=[CH:10][C:5]=1[CH:4]=[O:25])([O-:20])=[O:19], predict the reactants needed to synthesize it. The reactants are: CN(C)/C=[CH:4]/[C:5]1[CH:10]=[CH:9][C:8]([C:11]([F:17])([F:16])[C:12]([F:15])([F:14])[F:13])=[CH:7][C:6]=1[N+:18]([O-:20])=[O:19].C1C[O:25]CC1. (3) Given the product [CH3:32][N:23]([CH3:22])[C:24](=[O:31])[CH2:25][CH2:26][CH:27]([N+:28]([O-:30])=[O:29])[CH:13]([OH:14])[CH2:12][F:11], predict the reactants needed to synthesize it. The reactants are: C(Cl)(=O)C(Cl)=O.CS(C)=O.[F:11][CH2:12][CH2:13][OH:14].CCN(CC)CC.[CH3:22][N:23]([CH3:32])[C:24](=[O:31])[CH2:25][CH2:26][CH2:27][N+:28]([O-:30])=[O:29].